This data is from Forward reaction prediction with 1.9M reactions from USPTO patents (1976-2016). The task is: Predict the product of the given reaction. (1) Given the reactants [CH2:1]([N:8]1[C:17]2[C:12](=[CH:13][CH:14]=[CH:15][CH:16]=2)[C:11](=[O:18])[C:10]([C:19](O)=[O:20])=[CH:9]1)[C:2]1[CH:7]=[CH:6][CH:5]=[CH:4][CH:3]=1.C(N(CC)C(C)C)(C)C.CN(C(ON1N=NC2C=CC=NC1=2)=[N+](C)C)C.F[P-](F)(F)(F)(F)F.[NH2:55][C:56]1[C:57]([C:67]([CH3:70])([CH3:69])[CH3:68])=[CH:58][C:59]([C:63]([CH3:66])([CH3:65])[CH3:64])=[C:60]([OH:62])[CH:61]=1.C(=O)([O-])[O-].[Na+].[Na+], predict the reaction product. The product is: [C:67]([C:57]1[CH:58]=[C:59]([C:63]([CH3:64])([CH3:66])[CH3:65])[C:60]([OH:62])=[CH:61][C:56]=1[NH:55][C:19]([C:10]1[C:11](=[O:18])[C:12]2[C:17](=[CH:16][CH:15]=[CH:14][CH:13]=2)[N:8]([CH2:1][C:2]2[CH:7]=[CH:6][CH:5]=[CH:4][CH:3]=2)[CH:9]=1)=[O:20])([CH3:70])([CH3:69])[CH3:68]. (2) Given the reactants [CH3:1][C:2]([S:10]([C:13]1[CH:22]=[CH:21][C:20]2[C:15](=[CH:16][CH:17]=[CH:18][CH:19]=2)[CH:14]=1)(=[O:12])=[O:11])([CH3:9])[CH2:3][CH2:4][C:5]([O:7]C)=[O:6].C1COCC1.[OH-].[Li+].Cl, predict the reaction product. The product is: [CH3:9][C:2]([S:10]([C:13]1[CH:22]=[CH:21][C:20]2[C:15](=[CH:16][CH:17]=[CH:18][CH:19]=2)[CH:14]=1)(=[O:12])=[O:11])([CH3:1])[CH2:3][CH2:4][C:5]([OH:7])=[O:6]. (3) The product is: [CH3:20][N:21]([CH3:31])[C:22]1[CH:27]=[CH:26][C:25]([NH:28][C:29](=[O:30])[O:17][C:13]2[CH:12]=[C:11]3[C:16](=[CH:15][CH:14]=2)[N:8]([CH2:7][C:2]2[CH:3]=[CH:4][CH:5]=[CH:6][N:1]=2)[CH2:9][C:10]3([CH3:19])[CH3:18])=[CH:24][CH:23]=1. Given the reactants [N:1]1[CH:6]=[CH:5][CH:4]=[CH:3][C:2]=1[CH2:7][N:8]1[C:16]2[C:11](=[CH:12][C:13]([OH:17])=[CH:14][CH:15]=2)[C:10]([CH3:19])([CH3:18])[CH2:9]1.[CH3:20][N:21]([CH3:31])[C:22]1[CH:27]=[CH:26][C:25]([N:28]=[C:29]=[O:30])=[CH:24][CH:23]=1, predict the reaction product.